From a dataset of NCI-60 drug combinations with 297,098 pairs across 59 cell lines. Regression. Given two drug SMILES strings and cell line genomic features, predict the synergy score measuring deviation from expected non-interaction effect. (1) Drug 2: CCC(=C(C1=CC=CC=C1)C2=CC=C(C=C2)OCCN(C)C)C3=CC=CC=C3.C(C(=O)O)C(CC(=O)O)(C(=O)O)O. Synergy scores: CSS=31.4, Synergy_ZIP=-12.4, Synergy_Bliss=-11.7, Synergy_Loewe=-7.15, Synergy_HSA=-5.15. Drug 1: CC1=C(C(CCC1)(C)C)C=CC(=CC=CC(=CC(=O)O)C)C. Cell line: T-47D. (2) Synergy scores: CSS=0.512, Synergy_ZIP=0.102, Synergy_Bliss=0.156, Synergy_Loewe=-0.293, Synergy_HSA=-1.43. Cell line: NCI-H322M. Drug 1: CCC1(CC2CC(C3=C(CCN(C2)C1)C4=CC=CC=C4N3)(C5=C(C=C6C(=C5)C78CCN9C7C(C=CC9)(C(C(C8N6C=O)(C(=O)OC)O)OC(=O)C)CC)OC)C(=O)OC)O.OS(=O)(=O)O. Drug 2: C1=CN(C=N1)CC(O)(P(=O)(O)O)P(=O)(O)O. (3) Drug 1: C1CCC(C1)C(CC#N)N2C=C(C=N2)C3=C4C=CNC4=NC=N3. Drug 2: COC1=CC(=CC(=C1O)OC)C2C3C(COC3=O)C(C4=CC5=C(C=C24)OCO5)OC6C(C(C7C(O6)COC(O7)C8=CC=CS8)O)O. Cell line: SW-620. Synergy scores: CSS=27.0, Synergy_ZIP=-2.62, Synergy_Bliss=-7.14, Synergy_Loewe=-19.5, Synergy_HSA=-7.39. (4) Drug 1: CCC1(CC2CC(C3=C(CCN(C2)C1)C4=CC=CC=C4N3)(C5=C(C=C6C(=C5)C78CCN9C7C(C=CC9)(C(C(C8N6C=O)(C(=O)OC)O)OC(=O)C)CC)OC)C(=O)OC)O.OS(=O)(=O)O. Drug 2: C1=NC2=C(N=C(N=C2N1C3C(C(C(O3)CO)O)F)Cl)N. Cell line: LOX IMVI. Synergy scores: CSS=26.0, Synergy_ZIP=3.09, Synergy_Bliss=2.95, Synergy_Loewe=-9.34, Synergy_HSA=-2.58.